This data is from Peptide-MHC class I binding affinity with 185,985 pairs from IEDB/IMGT. The task is: Regression. Given a peptide amino acid sequence and an MHC pseudo amino acid sequence, predict their binding affinity value. This is MHC class I binding data. (1) The peptide sequence is LLKTRFRGL. The MHC is HLA-A01:01 with pseudo-sequence HLA-A01:01. The binding affinity (normalized) is 0.0847. (2) The peptide sequence is DCKTILKAL. The MHC is HLA-B58:02 with pseudo-sequence YYATYGENMASTYENIAYLWYDSYTWAVLAYLWY. The binding affinity (normalized) is 0. (3) The peptide sequence is KPPRGVLLY. The MHC is HLA-B39:01 with pseudo-sequence HLA-B39:01. The binding affinity (normalized) is 0.0847. (4) The peptide sequence is APSYRNFSF. The MHC is HLA-A69:01 with pseudo-sequence HLA-A69:01. The binding affinity (normalized) is 0.0847. (5) The peptide sequence is LAIEATLAF. The MHC is HLA-C03:03 with pseudo-sequence HLA-C03:03. The binding affinity (normalized) is 0.0847. (6) The peptide sequence is RVRQQVIQL. The MHC is HLA-B35:01 with pseudo-sequence HLA-B35:01. The binding affinity (normalized) is 0.0847. (7) The peptide sequence is LFLAFVVFL. The MHC is HLA-A23:01 with pseudo-sequence HLA-A23:01. The binding affinity (normalized) is 0.303.